From a dataset of Full USPTO retrosynthesis dataset with 1.9M reactions from patents (1976-2016). Predict the reactants needed to synthesize the given product. (1) The reactants are: [Cl:1][C:2]1[CH:3]=[CH:4][C:5]2[NH:10][C:9](=[O:11])[O:8][C:7]([CH2:16][CH2:17][NH:18][C:19](=[O:27])[C:20]3[CH:25]=[CH:24][C:23]([F:26])=[CH:22][CH:21]=3)([C:12]([F:15])([F:14])[F:13])[C:6]=2[CH:28]=1.CCCCCC. Given the product [Cl:1][C:2]1[CH:3]=[CH:4][C:5]2[NH:10][C:9](=[O:11])[O:8][C@@:7]([CH2:16][CH2:17][NH:18][C:19](=[O:27])[C:20]3[CH:25]=[CH:24][C:23]([F:26])=[CH:22][CH:21]=3)([C:12]([F:15])([F:14])[F:13])[C:6]=2[CH:28]=1, predict the reactants needed to synthesize it. (2) Given the product [CH3:27][S:24]([N:21]1[CH2:22][CH2:23][N:18]([CH2:17][C:15]2[S:16][C:11]3[C:10]([N:28]4[CH2:33][CH2:32][O:31][CH2:30][CH2:29]4)=[N:9][C:8]([C:6]4[CH:5]=[CH:4][N:3]=[C:2]([NH2:35])[CH:7]=4)=[N:13][C:12]=3[CH:14]=2)[CH2:19][CH2:20]1)(=[O:26])=[O:25], predict the reactants needed to synthesize it. The reactants are: F[C:2]1[CH:7]=[C:6]([C:8]2[N:9]=[C:10]([N:28]3[CH2:33][CH2:32][O:31][CH2:30][CH2:29]3)[C:11]3[S:16][C:15]([CH2:17][N:18]4[CH2:23][CH2:22][N:21]([S:24]([CH3:27])(=[O:26])=[O:25])[CH2:20][CH2:19]4)=[CH:14][C:12]=3[N:13]=2)[CH:5]=[CH:4][N:3]=1.[OH-].[NH3:35]. (3) The reactants are: [C:1]([CH:5]1[CH2:14][CH2:13][C:12]2[N:11]=[C:10]3[S:15][C:16]([C:18]([NH2:20])=[NH:19])=[CH:17][C:9]3=[CH:8][C:7]=2[CH2:6]1)([CH3:4])([CH3:3])[CH3:2].Cl[CH2:22][CH:23]=O.C(Cl)Cl. Given the product [C:1]([CH:5]1[CH2:14][CH2:13][C:12]2[N:11]=[C:10]3[S:15][C:16]([C:18]4[NH:20][CH:22]=[CH:23][N:19]=4)=[CH:17][C:9]3=[CH:8][C:7]=2[CH2:6]1)([CH3:4])([CH3:2])[CH3:3], predict the reactants needed to synthesize it. (4) Given the product [Cl:1][C:2]1[CH:3]=[C:4]([S:9]([NH:20][C:21]2[S:25][N:24]=[CH:23][N:22]=2)(=[O:11])=[O:10])[CH:5]=[CH:6][C:7]=1[F:8], predict the reactants needed to synthesize it. The reactants are: [Cl:1][C:2]1[CH:3]=[C:4]([S:9](Cl)(=[O:11])=[O:10])[CH:5]=[CH:6][C:7]=1[F:8].C(N(CC)CC)C.[NH2:20][C:21]1[S:25][N:24]=[CH:23][N:22]=1. (5) Given the product [CH3:9][O:8][C:4]1[N:5]=[CH:6][C:7]([C:15]2([OH:21])[CH2:20][CH2:19][CH2:18][CH2:17][CH2:16]2)=[CH:2][CH:3]=1, predict the reactants needed to synthesize it. The reactants are: Br[C:2]1[CH:7]=[CH:6][N:5]=[C:4]([O:8][CH3:9])[CH:3]=1.C([Li])CCC.[C:15]1(=[O:21])[CH2:20][CH2:19][CH2:18][CH2:17][CH2:16]1. (6) The reactants are: C(OC([N:8]1[CH2:13][CH2:12][CH:11]([CH2:14][OH:15])[CH2:10][CH2:9]1)=O)(C)(C)C.[Cl:16][C:17]1[C:22]([NH:23][C:24]2[C:33]3[C:28](=[CH:29][CH:30]=[CH:31][C:32]=3F)[N:27]=[CH:26][N:25]=2)=[C:21]2[O:35][CH2:36][O:37][C:20]2=[CH:19][CH:18]=1. Given the product [ClH:16].[ClH:16].[Cl:16][C:17]1[C:22]([NH:23][C:24]2[C:33]3[C:28](=[CH:29][CH:30]=[CH:31][C:32]=3[O:15][CH2:14][CH:11]3[CH2:10][CH2:9][NH:8][CH2:13][CH2:12]3)[N:27]=[CH:26][N:25]=2)=[C:21]2[O:35][CH2:36][O:37][C:20]2=[CH:19][CH:18]=1, predict the reactants needed to synthesize it.